From a dataset of Full USPTO retrosynthesis dataset with 1.9M reactions from patents (1976-2016). Predict the reactants needed to synthesize the given product. (1) Given the product [CH2:1]([N:8]1[C:13]([CH2:15][O:16][Si:17]([C:20]([CH3:23])([CH3:22])[CH3:21])([CH3:18])[CH3:19])([CH3:14])[CH2:12][O:11][C:10]([CH3:26])([CH3:24])[C:9]1=[O:25])[C:2]1[CH:7]=[CH:6][CH:5]=[CH:4][CH:3]=1, predict the reactants needed to synthesize it. The reactants are: [CH2:1]([N:8]1[C:13]([CH2:15][O:16][Si:17]([C:20]([CH3:23])([CH3:22])[CH3:21])([CH3:19])[CH3:18])([CH3:14])[CH2:12][O:11][CH:10]([CH3:24])[C:9]1=[O:25])[C:2]1[CH:7]=[CH:6][CH:5]=[CH:4][CH:3]=1.[CH:26]([N-]C(C)C)(C)C.[Li+].IC.[Cl-].[NH4+]. (2) Given the product [Br:12][C:13]1[CH:14]=[C:15](/[C:19](/[CH3:24])=[CH:20]/[C:21]([N:28]([C:2]#[N:1])[CH3:25])=[O:22])[CH:16]=[CH:17][CH:18]=1, predict the reactants needed to synthesize it. The reactants are: [N:1]#[C:2]Br.C(=O)([O-])[O-].[Na+].[Na+].CN.[Br:12][C:13]1[CH:14]=[C:15](/[C:19](/[CH3:24])=[CH:20]/[C:21](Cl)=[O:22])[CH:16]=[CH:17][CH:18]=1.[CH:25]([N:28](CC)C(C)C)(C)C. (3) Given the product [CH3:28][C:24]1([CH3:27])[CH2:23][O:22][B:21]([C:2]2[CH:3]=[CH:4][C:5]([CH2:8][CH2:12][CH2:13][C:30]([OH:33])=[O:32])=[CH:6][CH:7]=2)[O:26][CH2:25]1, predict the reactants needed to synthesize it. The reactants are: Br[C:2]1[CH:7]=[CH:6][C:5]([CH:8]([CH2:12][CH3:13])C(O)=O)=[CH:4][CH:3]=1.[CH3:27][C:24]1([CH3:28])[CH2:25][O:26][B:21]([B:21]2[O:26][CH2:25][C:24]([CH3:28])([CH3:27])[CH2:23][O:22]2)[O:22][CH2:23]1.[C:30]([O-:33])(=[O:32])C.[K+].Cl.